This data is from Reaction yield outcomes from USPTO patents with 853,638 reactions. The task is: Predict the reaction yield, written as a fraction of the theoretical maximum amount of product (1.0 means a 100% yield; for example, 0.34 means a 34% yield). (1) The reactants are [Cl:1][C:2]1[N:3]=[CH:4][N:5]([C:7]2[CH:12]=[CH:11][C:10]([NH:13][C:14]3[S:15][C:16]4[CH2:26][C:21]5([O:25][CH2:24][CH2:23][O:22]5)[CH2:20][CH:19]([C:27]5[CH:32]=[CH:31][C:30]([F:33])=[CH:29][CH:28]=5)[C:17]=4[N:18]=3)=[CH:9][C:8]=2[O:34][CH3:35])[CH:6]=1.O. The catalyst is CC(C)=O. The product is [Cl:1][C:2]1[N:3]=[CH:4][N:5]([C:7]2[CH:12]=[CH:11][C:10]([NH:13][C:14]3[S:15][C:16]4[CH2:26][C:21](=[O:22])[CH2:20][CH:19]([C:27]5[CH:32]=[CH:31][C:30]([F:33])=[CH:29][CH:28]=5)[C:17]=4[N:18]=3)=[CH:9][C:8]=2[O:34][CH3:35])[CH:6]=1.[Cl:1][C:2]1[N:3]=[CH:4][N:5]([C:7]2[CH:12]=[CH:11][C:10]([NH:13][C:14]3[S:15][C:16]4[CH2:26][C:21]([O:22][CH3:23])([O:25][CH3:24])[CH2:20][CH:19]([C:27]5[CH:28]=[CH:29][C:30]([F:33])=[CH:31][CH:32]=5)[C:17]=4[N:18]=3)=[CH:9][C:8]=2[O:34][CH3:35])[CH:6]=1. The yield is 0.470. (2) The reactants are [CH3:1][O:2][C:3]1[N:4]=[CH:5][N:6]([CH3:10])[C:7]=1[CH2:8][NH2:9].[O-]S([O-])(=O)=O.[Na+].[Na+].[OH-].[K+].Br[CH2:21][CH2:22][CH2:23][C:24](Cl)=[O:25].[H-].[Na+]. The catalyst is C(Cl)Cl.[Br-].C([N+](CCCC)(CCCC)CCCC)CCC. The product is [CH3:1][O:2][C:3]1[N:4]=[CH:5][N:6]([CH3:10])[C:7]=1[CH2:8][N:9]1[CH2:21][CH2:22][CH2:23][C:24]1=[O:25]. The yield is 0.270. (3) The reactants are C([O:3][C:4](=O)[CH:5]([C:13]#[N:14])[C:6]1[C:11]([NH2:12])=[CH:10][CH:9]=[CH:8][N:7]=1)C.C1(C)C(C)=CC=CC=1. The catalyst is [OH-].[Na+]. The product is [OH:3][C:4]1[NH:12][C:11]2[C:6](=[N:7][CH:8]=[CH:9][CH:10]=2)[C:5]=1[C:13]#[N:14]. The yield is 0.460.